This data is from Reaction yield outcomes from USPTO patents with 853,638 reactions. The task is: Predict the reaction yield, written as a fraction of the theoretical maximum amount of product (1.0 means a 100% yield; for example, 0.34 means a 34% yield). (1) The reactants are [N:1]1([C:7]2[CH:16]=[CH:15][CH:14]=[C:13]3[C:8]=2[C:9]([NH2:18])=[N:10][C:11]([NH2:17])=[N:12]3)[CH2:6][CH2:5][NH:4][CH2:3][CH2:2]1.[C:19]1([CH3:29])[CH:24]=[CH:23][CH:22]=[C:21]([S:25](Cl)(=[O:27])=[O:26])[CH:20]=1. No catalyst specified. The product is [C:19]1([CH3:29])[CH:24]=[CH:23][CH:22]=[C:21]([S:25]([N:4]2[CH2:5][CH2:6][N:1]([C:7]3[CH:16]=[CH:15][CH:14]=[C:13]4[C:8]=3[C:9]([NH2:18])=[N:10][C:11]([NH2:17])=[N:12]4)[CH2:2][CH2:3]2)(=[O:27])=[O:26])[CH:20]=1. The yield is 0.410. (2) The reactants are [Br:1][C:2]1[CH:3]=[C:4]2[CH:10]=[C:9]([CH3:11])[N:8](S(C3C=CC(Br)=CC=3)(=O)=O)[C:5]2=[N:6][CH:7]=1.[OH-].[Na+].O.CCOC(C)=O. The catalyst is C1COCC1. The product is [Br:1][C:2]1[CH:3]=[C:4]2[CH:10]=[C:9]([CH3:11])[NH:8][C:5]2=[N:6][CH:7]=1. The yield is 0.502. (3) The reactants are [F:1][CH:2]([F:26])[O:3][C:4]1[CH:9]=[CH:8][CH:7]=[CH:6][C:5]=1[N:10]1[CH:15]=[C:14]([O:16][CH3:17])[C:13](=[O:18])[C:12]([C:19](=O)[CH:20]=[CH:21][N:22](C)C)=[N:11]1.[C:27]1([NH:33]N)[CH:32]=[CH:31][CH:30]=[CH:29][CH:28]=1. The catalyst is CC(O)=O. The product is [F:1][CH:2]([F:26])[O:3][C:4]1[CH:9]=[CH:8][CH:7]=[CH:6][C:5]=1[N:10]1[CH:15]=[C:14]([O:16][CH3:17])[C:13](=[O:18])[C:12]([C:19]2[N:33]([C:27]3[CH:32]=[CH:31][CH:30]=[CH:29][CH:28]=3)[N:22]=[CH:21][CH:20]=2)=[N:11]1. The yield is 0.680. (4) The reactants are [CH3:1][N:2]([C:10]([C:12]1[CH:17]=[CH:16][C:15]([NH:18][CH:19]([C:28]2[O:29][C:30]3[CH:37]=[CH:36][CH:35]=[CH:34][C:31]=3[C:32]=2[CH3:33])[CH2:20][O:21][C:22]2[CH:27]=[CH:26][CH:25]=[CH:24][CH:23]=2)=[CH:14][CH:13]=1)=[O:11])[CH2:3][CH2:4][C:5]([O:7]CC)=[O:6].O1CCCC1.[OH-].[Na+]. The catalyst is C(O)C. The product is [CH3:1][N:2]([C:10]([C:12]1[CH:13]=[CH:14][C:15]([NH:18][CH:19]([C:28]2[O:29][C:30]3[CH:37]=[CH:36][CH:35]=[CH:34][C:31]=3[C:32]=2[CH3:33])[CH2:20][O:21][C:22]2[CH:27]=[CH:26][CH:25]=[CH:24][CH:23]=2)=[CH:16][CH:17]=1)=[O:11])[CH2:3][CH2:4][C:5]([OH:7])=[O:6]. The yield is 0.700.